From a dataset of Full USPTO retrosynthesis dataset with 1.9M reactions from patents (1976-2016). Predict the reactants needed to synthesize the given product. (1) Given the product [CH2:1]([O:5][C:6]1[N:14]=[C:13]2[C:9]([N:10]=[C:11]([O:19][CH3:20])[N:12]2[CH2:15][CH2:16][CH2:17][N:29]2[CH2:30][CH2:31][N:26]([CH2:25][CH:22]3[CH2:24][CH2:23]3)[CH2:27][CH2:28]2)=[C:8]([NH2:21])[N:7]=1)[CH2:2][CH2:3][CH3:4], predict the reactants needed to synthesize it. The reactants are: [CH2:1]([O:5][C:6]1[N:14]=[C:13]2[C:9]([N:10]=[C:11]([O:19][CH3:20])[N:12]2[CH2:15][CH2:16][CH2:17]Cl)=[C:8]([NH2:21])[N:7]=1)[CH2:2][CH2:3][CH3:4].[CH:22]1([CH2:25][N:26]2[CH2:31][CH2:30][NH:29][CH2:28][CH2:27]2)[CH2:24][CH2:23]1. (2) Given the product [C:1]([C:5]1[N:6]=[C:7]([NH:31][NH2:32])[C:8]2[CH:14]=[C:13]([C:15]3[CH:20]=[CH:19][C:18]([Cl:21])=[CH:17][CH:16]=3)[C:12]([C:22]3[CH:27]=[CH:26][CH:25]=[CH:24][C:23]=3[Cl:28])=[N:11][C:9]=2[N:10]=1)([CH3:4])([CH3:2])[CH3:3], predict the reactants needed to synthesize it. The reactants are: [C:1]([C:5]1[N:6]=[C:7](Cl)[C:8]2[CH:14]=[C:13]([C:15]3[CH:20]=[CH:19][C:18]([Cl:21])=[CH:17][CH:16]=3)[C:12]([C:22]3[CH:27]=[CH:26][CH:25]=[CH:24][C:23]=3[Cl:28])=[N:11][C:9]=2[N:10]=1)([CH3:4])([CH3:3])[CH3:2].O.[NH2:31][NH2:32]. (3) Given the product [C:1]([C@@H:4]1[CH2:9][N:8]2[CH2:10][C@H:11]([O:13][CH2:14][CH3:15])[CH2:12][C@@H:7]2[CH2:6][N:5]1[C:16]([O:18][C:19]([CH3:22])([CH3:21])[CH3:20])=[O:17])(=[S:32])[NH2:2], predict the reactants needed to synthesize it. The reactants are: [C:1]([C@@H:4]1[CH2:9][N:8]2[CH2:10][C@H:11]([O:13][CH2:14][CH3:15])[CH2:12][C@@H:7]2[CH2:6][N:5]1[C:16]([O:18][C:19]([CH3:22])([CH3:21])[CH3:20])=[O:17])(=O)[NH2:2].COC1C=CC(P2(=S)SP(=S)(C3C=CC(OC)=CC=3)[S:32]2)=CC=1.